This data is from NCI-60 drug combinations with 297,098 pairs across 59 cell lines. The task is: Regression. Given two drug SMILES strings and cell line genomic features, predict the synergy score measuring deviation from expected non-interaction effect. (1) Drug 1: C1=CC(=CC=C1CCCC(=O)O)N(CCCl)CCCl. Drug 2: C1=CC=C(C=C1)NC(=O)CCCCCCC(=O)NO. Cell line: UO-31. Synergy scores: CSS=17.4, Synergy_ZIP=-5.73, Synergy_Bliss=0.219, Synergy_Loewe=1.32, Synergy_HSA=1.53. (2) Drug 1: C1CCN(CC1)CCOC2=CC=C(C=C2)C(=O)C3=C(SC4=C3C=CC(=C4)O)C5=CC=C(C=C5)O. Drug 2: C1=CC(=CC=C1CC(C(=O)O)N)N(CCCl)CCCl.Cl. Cell line: HT29. Synergy scores: CSS=4.78, Synergy_ZIP=-0.861, Synergy_Bliss=3.91, Synergy_Loewe=-2.01, Synergy_HSA=-2.09. (3) Drug 1: CNC(=O)C1=CC=CC=C1SC2=CC3=C(C=C2)C(=NN3)C=CC4=CC=CC=N4. Drug 2: C1C(C(OC1N2C=C(C(=O)NC2=O)F)CO)O. Cell line: RPMI-8226. Synergy scores: CSS=29.6, Synergy_ZIP=-7.08, Synergy_Bliss=-17.1, Synergy_Loewe=-30.9, Synergy_HSA=-19.7. (4) Drug 1: C(CC(=O)O)C(=O)CN.Cl. Drug 2: CC12CCC3C(C1CCC2OP(=O)(O)O)CCC4=C3C=CC(=C4)OC(=O)N(CCCl)CCCl.[Na+]. Cell line: NCIH23. Synergy scores: CSS=7.16, Synergy_ZIP=-2.36, Synergy_Bliss=0.366, Synergy_Loewe=-5.52, Synergy_HSA=-3.87. (5) Drug 1: C1=NC2=C(N1)C(=S)N=C(N2)N. Drug 2: C1=NC2=C(N=C(N=C2N1C3C(C(C(O3)CO)O)F)Cl)N. Cell line: HL-60(TB). Synergy scores: CSS=92.0, Synergy_ZIP=4.12, Synergy_Bliss=2.90, Synergy_Loewe=1.89, Synergy_HSA=4.54. (6) Drug 1: CC1=C(C=C(C=C1)C(=O)NC2=CC(=CC(=C2)C(F)(F)F)N3C=C(N=C3)C)NC4=NC=CC(=N4)C5=CN=CC=C5. Drug 2: CC1C(C(CC(O1)OC2CC(CC3=C2C(=C4C(=C3O)C(=O)C5=C(C4=O)C(=CC=C5)OC)O)(C(=O)CO)O)N)O.Cl. Cell line: RPMI-8226. Synergy scores: CSS=45.2, Synergy_ZIP=-0.0228, Synergy_Bliss=-1.14, Synergy_Loewe=-18.9, Synergy_HSA=0.440.